From a dataset of Catalyst prediction with 721,799 reactions and 888 catalyst types from USPTO. Predict which catalyst facilitates the given reaction. (1) Reactant: FC(F)(F)S(O[C:7]1[C:8]2[CH2:28][N:27]([C:29](=[O:31])[CH3:30])[CH2:26][CH2:25][C:9]=2[N:10]=[C:11]([NH:13][C:14]2[CH:19]=[CH:18][C:17]([C:20]3[O:24][CH:23]=[N:22][CH:21]=3)=[CH:16][CH:15]=2)[N:12]=1)(=O)=O.[NH2:34][C:35]1[CH:36]=[C:37]([CH2:41][OH:42])[CH:38]=[CH:39][CH:40]=1. Product: [OH:42][CH2:41][C:37]1[CH:36]=[C:35]([NH:34][C:7]2[C:8]3[CH2:28][N:27]([C:29](=[O:31])[CH3:30])[CH2:26][CH2:25][C:9]=3[N:10]=[C:11]([NH:13][C:14]3[CH:15]=[CH:16][C:17]([C:20]4[O:24][CH:23]=[N:22][CH:21]=4)=[CH:18][CH:19]=3)[N:12]=2)[CH:40]=[CH:39][CH:38]=1. The catalyst class is: 16. (2) Product: [OH:19][CH2:18][CH:17]([CH:15]1[CH2:14][CH:13]([S:10]([O:9][CH2:5][CH2:6][CH2:7][CH3:8])(=[O:12])=[O:11])[CH2:16]1)[CH2:23][OH:24]. The catalyst class is: 1. Reactant: B.CSC.[CH2:5]([O:9][S:10]([CH:13]1[CH2:16][C:15](=[C:17]([C:23](OCC)=[O:24])[C:18](OCC)=[O:19])[CH2:14]1)(=[O:12])=[O:11])[CH2:6][CH2:7][CH3:8].C(OCC)(=O)C.